This data is from Forward reaction prediction with 1.9M reactions from USPTO patents (1976-2016). The task is: Predict the product of the given reaction. (1) Given the reactants ClC1C=C(C=CC=1)C(OO)=[O:6].[C:12]([O:15][CH2:16][C:17]1[S:18][C:19]2[C:28]3[CH:27]=[CH:26][CH:25]=[CH:24][C:23]=3[N:22]=[CH:21][C:20]=2[N:29]=1)(=[O:14])[CH3:13], predict the reaction product. The product is: [C:12]([O:15][CH2:16][C:17]1[S:18][C:19]2[C:28]3[CH:27]=[CH:26][CH:25]=[CH:24][C:23]=3[N+:22]([O-:6])=[CH:21][C:20]=2[N:29]=1)(=[O:14])[CH3:13]. (2) Given the reactants I[C:2]1[CH:3]=[C:4]([CH:7]=[CH:8][CH:9]=1)[CH:5]=[O:6].Br[C:11]([F:18])([F:17])[C:12]([O:14][CH2:15][CH3:16])=[O:13].C(=O)(O)[O-].[Na+], predict the reaction product. The product is: [F:17][C:11]([F:18])([C:2]1[CH:9]=[CH:8][CH:7]=[C:4]([CH:5]=[O:6])[CH:3]=1)[C:12]([O:14][CH2:15][CH3:16])=[O:13]. (3) Given the reactants [CH3:1][O:2][C:3](=[O:26])[CH2:4][C:5]1[CH:10]=[CH:9][CH:8]=[C:7]([O:11][C:12]2[CH:17]=[CH:16][C:15]([C:18]([F:21])([F:20])[F:19])=[CH:14][C:13]=2[CH2:22][NH:23][CH2:24][CH3:25])[CH:6]=1.[C:27]([C:30]1[CH:35]=[CH:34][C:33]([S:36](Cl)(=[O:38])=[O:37])=[CH:32][CH:31]=1)(=[O:29])[CH3:28], predict the reaction product. The product is: [CH3:1][O:2][C:3](=[O:26])[CH2:4][C:5]1[CH:10]=[CH:9][CH:8]=[C:7]([O:11][C:12]2[CH:17]=[CH:16][C:15]([C:18]([F:20])([F:19])[F:21])=[CH:14][C:13]=2[CH2:22][N:23]([S:36]([C:33]2[CH:32]=[CH:31][C:30]([C:27](=[O:29])[CH3:28])=[CH:35][CH:34]=2)(=[O:38])=[O:37])[CH2:24][CH3:25])[CH:6]=1. (4) Given the reactants [CH3:1][O:2][C:3]1[CH:4]=[C:5]([C:11]#[C:12][C:13]2[CH:20]=[C:19]([O:21][CH3:22])[C:18]([O:23][CH3:24])=[CH:17][C:14]=2C=O)[CH:6]=[CH:7][C:8]=1[O:9][CH3:10].C1C=C(Cl)C=C([C:32]([O:34]O)=[O:33])C=1.[OH-].[K+].[C:38]1(O)C=CC=CC=1.CCN(C(C)C)C(C)C.COCCl, predict the reaction product. The product is: [CH3:1][O:2][C:3]1[CH:4]=[C:5]([C:11]#[C:12][C:13]2[CH:20]=[C:19]([O:21][CH3:22])[C:18]([O:23][CH3:24])=[CH:17][C:14]=2[O:33][CH2:32][O:34][CH3:38])[CH:6]=[CH:7][C:8]=1[O:9][CH3:10]. (5) Given the reactants CCOCC.Br[C:7]1[CH:12]=[CH:11][C:10]([O:13][CH3:14])=[CH:9][CH:8]=1.[CH3:15][N:16]([CH3:29])[C:17]1(C#N)[CH2:26][CH2:25][C:20]2([O:24][CH2:23][CH2:22][O:21]2)[CH2:19][CH2:18]1, predict the reaction product. The product is: [CH3:14][O:13][C:10]1[CH:11]=[CH:12][C:7]([C:17]2([N:16]([CH3:29])[CH3:15])[CH2:26][CH2:25][C:20]3([O:24][CH2:23][CH2:22][O:21]3)[CH2:19][CH2:18]2)=[CH:8][CH:9]=1.